Dataset: Forward reaction prediction with 1.9M reactions from USPTO patents (1976-2016). Task: Predict the product of the given reaction. (1) Given the reactants [OH-].[NH4+].C([O:6][C:7]1[CH:8]=[C:9]2[C:14](=[CH:15][C:16]=1[O:17][CH3:18])[N:13]=[CH:12][N:11]=[C:10]2[NH:19][C:20]1[CH:25]=[CH:24][C:23]([F:26])=[C:22]([Cl:27])[CH:21]=1)(=O)C, predict the reaction product. The product is: [Cl:27][C:22]1[CH:21]=[C:20]([NH:19][C:10]2[C:9]3[C:14](=[CH:15][C:16]([O:17][CH3:18])=[C:7]([OH:6])[CH:8]=3)[N:13]=[CH:12][N:11]=2)[CH:25]=[CH:24][C:23]=1[F:26]. (2) Given the reactants [H-].[Na+].[Br:3][C:4]1[CH:13]=[C:12]2[C:7]([CH:8]=[C:9]([O:16][CH3:17])[C:10]([CH:14]=O)=[CH:11]2)=[CH:6][CH:5]=1.[CH2:18]1COCC1, predict the reaction product. The product is: [Br:3][C:4]1[CH:13]=[C:12]2[C:7](=[CH:6][CH:5]=1)[CH:8]=[C:9]([O:16][CH3:17])[C:10]([CH:14]=[CH2:18])=[CH:11]2. (3) Given the reactants [Cl:1][C:2]1[C:10]([C:11]([C:14]#[N:15])([CH3:13])[CH3:12])=[CH:9][CH:8]=[CH:7][C:3]=1[C:4]([OH:6])=O.C(Cl)(=O)C(Cl)=O.[F:22][C:23]1[CH:29]=[CH:28][C:26]([NH2:27])=[CH:25][C:24]=1[O:30][C:31]1[CH:36]=[CH:35][C:34]([N+:37]([O-:39])=[O:38])=[CH:33][CH:32]=1.[OH-].[Na+], predict the reaction product. The product is: [Cl:1][C:2]1[C:10]([C:11]([C:14]#[N:15])([CH3:13])[CH3:12])=[CH:9][CH:8]=[CH:7][C:3]=1[C:4]([NH:27][C:26]1[CH:28]=[CH:29][C:23]([F:22])=[C:24]([O:30][C:31]2[CH:32]=[CH:33][C:34]([N+:37]([O-:39])=[O:38])=[CH:35][CH:36]=2)[CH:25]=1)=[O:6].